This data is from Forward reaction prediction with 1.9M reactions from USPTO patents (1976-2016). The task is: Predict the product of the given reaction. (1) The product is: [CH3:1][O:2][C:3](=[O:21])[C:4]1[CH:9]=[C:8]([O:10][CH2:11][CH2:12][CH2:13][N:14]2[CH2:19][CH2:18][CH2:17][CH2:16][CH2:15]2)[CH:7]=[CH:6][C:5]=1[NH:20][C:33](=[O:34])[C:32]1[CH:36]=[CH:37][CH:38]=[C:30]([CH2:29][Cl:28])[CH:31]=1. Given the reactants [CH3:1][O:2][C:3](=[O:21])[C:4]1[CH:9]=[C:8]([O:10][CH2:11][CH2:12][CH2:13][N:14]2[CH2:19][CH2:18][CH2:17][CH2:16][CH2:15]2)[CH:7]=[CH:6][C:5]=1[NH2:20].N1C=CC=CC=1.[Cl:28][CH2:29][C:30]1[CH:31]=[C:32]([CH:36]=[CH:37][CH:38]=1)[C:33](O)=[O:34], predict the reaction product. (2) Given the reactants [OH:1][CH2:2][CH2:3][NH2:4].Cl.Cl[CH2:7][C:8]1([NH2:13])[CH2:12][CH2:11][CH2:10][CH2:9]1.[CH3:14][C:15]1[CH:20]=[C:19]([N+:21]([O-:23])=[O:22])[CH:18]=[CH:17][C:16]=1[N:24]=[C:25]=[S:26], predict the reaction product. The product is: [OH:1][CH2:2][C:3]1([NH2:4])[CH2:10][CH2:9][CH2:8][CH2:7]1.[CH3:14][C:15]1[CH:20]=[C:19]([N+:21]([O-:23])=[O:22])[CH:18]=[CH:17][C:16]=1[N:24]=[C:25]1[S:26][CH2:7][C:8]2([CH2:12][CH2:11][CH2:10][CH2:9]2)[NH:13]1. (3) Given the reactants Cl[C:2]1[N:3]=[C:4]([N:12]2[CH2:17][CH2:16][O:15][CH2:14][CH2:13]2)[C:5]2[S:10][C:9](I)=[CH:8][C:6]=2[N:7]=1.[NH2:18][C:19]1[CH:24]=[CH:23][C:22](B2OC(C)(C)C(C)(C)O2)=[CH:21][N:20]=1, predict the reaction product. The product is: [O:15]1[CH2:16][CH2:17][N:12]([C:4]2[C:5]3[S:10][CH:9]=[CH:8][C:6]=3[N:7]=[C:2]([C:22]3[CH:23]=[CH:24][C:19]([NH2:18])=[N:20][CH:21]=3)[N:3]=2)[CH2:13][CH2:14]1. (4) The product is: [NH2:44][CH2:2][CH2:3][CH2:4][O:5][C:6]1[CH:7]=[C:8]([C:12]2[S:20][C:19]3[C:14](=[N:15][CH:16]=[CH:17][C:18]=3[O:21][C:22]3[CH:27]=[CH:26][C:25]([NH:28][C:29](=[O:42])[CH2:30][C:31]([NH:33][C:34]4[CH:39]=[CH:38][CH:37]=[CH:36][C:35]=4[O:40][CH3:41])=[O:32])=[CH:24][C:23]=3[F:43])[CH:13]=2)[CH:9]=[CH:10][CH:11]=1. Given the reactants Cl[CH2:2][CH2:3][CH2:4][O:5][C:6]1[CH:7]=[C:8]([C:12]2[S:20][C:19]3[C:14](=[N:15][CH:16]=[CH:17][C:18]=3[O:21][C:22]3[CH:27]=[CH:26][C:25]([NH:28][C:29](=[O:42])[CH2:30][C:31]([NH:33][C:34]4[CH:39]=[CH:38][CH:37]=[CH:36][C:35]=4[O:40][CH3:41])=[O:32])=[CH:24][C:23]=3[F:43])[CH:13]=2)[CH:9]=[CH:10][CH:11]=1.[N-:44]=[N+]=[N-].[Na+], predict the reaction product. (5) Given the reactants [C:1]([C:3]1[C:4]([C:20]2[S:21][CH:22]=[CH:23][CH:24]=2)=[N:5][C:6]([NH:9][C:10]2[CH:15]=[CH:14][C:13]([O:16][CH2:17][CH2:18][OH:19])=[CH:12][CH:11]=2)=[N:7][CH:8]=1)#[N:2].[C:25]1([CH3:35])[CH:30]=[CH:29][C:28]([S:31](Cl)(=[O:33])=[O:32])=[CH:27][CH:26]=1, predict the reaction product. The product is: [C:1]([C:3]1[C:4]([C:20]2[S:21][CH:22]=[CH:23][CH:24]=2)=[N:5][C:6]([NH:9][C:10]2[CH:11]=[CH:12][C:13]([O:16][CH2:17][CH2:18][O:19][S:31]([C:28]3[CH:29]=[CH:30][C:25]([CH3:35])=[CH:26][CH:27]=3)(=[O:33])=[O:32])=[CH:14][CH:15]=2)=[N:7][CH:8]=1)#[N:2]. (6) Given the reactants C[O:2][C:3](=O)[CH2:4][C:5](=[O:9])[CH:6]([CH3:8])[CH3:7].C(O)C.[CH3:14][NH:15][CH3:16], predict the reaction product. The product is: [CH3:14][N:15]([CH3:16])[C:3](=[O:2])[CH2:4][C:5](=[O:9])[CH:6]([CH3:8])[CH3:7]. (7) Given the reactants Cl[CH:2](Cl)[C:3]([CH3:8])(C)[C:4]([OH:6])=[O:5].C([O-])([O-])=O.[Na+].[Na+].C([O-])(=[S:18])C.[K+].C[S:22]([CH3:24])=O, predict the reaction product. The product is: [CH3:8][C:3]1([C:4]([OH:6])=[O:5])[CH2:24][S:22][S:18][CH2:2]1.